From a dataset of Full USPTO retrosynthesis dataset with 1.9M reactions from patents (1976-2016). Predict the reactants needed to synthesize the given product. (1) Given the product [F:3][C:4]1[CH:5]=[C:6]2[C:11](=[CH:12][CH:13]=1)[N:10]([CH3:16])[C:9](=[O:14])[CH:8]=[C:7]2[CH3:15], predict the reactants needed to synthesize it. The reactants are: CI.[F:3][C:4]1[CH:5]=[C:6]2[C:11](=[CH:12][CH:13]=1)[NH:10][C:9](=[O:14])[CH:8]=[C:7]2[CH3:15].[C:16]([O-])([O-])=O.[Cs+].[Cs+]. (2) Given the product [CH2:2]([C:6]1[CH:7]=[CH:8][C:9]([C:12]#[C:13][C:14]2[CH:34]=[CH:33][C:17]([CH2:18][N:19]([C:20]3[CH:32]=[CH:31][C:23]4[O:24][C:25]([CH3:30])([CH3:29])[O:26][C:27](=[O:28])[C:22]=4[CH:21]=3)[C:35](=[O:41])[CH2:36][CH2:37][CH2:38][CH2:39][CH3:40])=[CH:16][CH:15]=2)=[CH:10][CH:11]=1)[CH2:3][CH2:4][CH3:5], predict the reactants needed to synthesize it. The reactants are: Cl.[CH2:2]([C:6]1[CH:11]=[CH:10][C:9]([C:12]#[C:13][C:14]2[CH:34]=[CH:33][C:17]([CH2:18][NH:19][C:20]3[CH:32]=[CH:31][C:23]4[O:24][C:25]([CH3:30])([CH3:29])[O:26][C:27](=[O:28])[C:22]=4[CH:21]=3)=[CH:16][CH:15]=2)=[CH:8][CH:7]=1)[CH2:3][CH2:4][CH3:5].[C:35](Cl)(=[O:41])[CH2:36][CH2:37][CH2:38][CH2:39][CH3:40]. (3) The reactants are: [C:1]([NH:4][C:5]1[N:9]([CH:10]2[CH2:15][CH2:14][CH2:13][N:12]([C:16]([O:18][C:19]([CH3:22])([CH3:21])[CH3:20])=[O:17])[CH2:11]2)[N:8]=[C:7](Br)[C:6]=1[C:24]([O:26][CH2:27][CH3:28])=[O:25])(=[O:3])[CH3:2].[Cl:29][C:30]1[CH:35]=[C:34]([O:36][C:37]2[CH:42]=[CH:41][C:40]([F:43])=[CH:39][CH:38]=2)[CH:33]=[CH:32][C:31]=1B1OC(C)(C)C(C)(C)O1.C(=O)([O-])[O-].[Na+].[Na+].[Cl-].[NH4+]. Given the product [C:1]([NH:4][C:5]1[N:9]([CH:10]2[CH2:15][CH2:14][CH2:13][N:12]([C:16]([O:18][C:19]([CH3:22])([CH3:21])[CH3:20])=[O:17])[CH2:11]2)[N:8]=[C:7]([C:31]2[CH:32]=[CH:33][C:34]([O:36][C:37]3[CH:42]=[CH:41][C:40]([F:43])=[CH:39][CH:38]=3)=[CH:35][C:30]=2[Cl:29])[C:6]=1[C:24]([O:26][CH2:27][CH3:28])=[O:25])(=[O:3])[CH3:2], predict the reactants needed to synthesize it. (4) Given the product [CH3:20][O:19][C:13]1[CH:14]=[CH:15][C:16]([CH3:18])=[CH:17][C:12]=1[NH:11][C:9]([NH:8][C:5]1[CH:4]=[N:3][C:2]([O:22][CH3:21])=[CH:7][N:6]=1)=[O:10], predict the reactants needed to synthesize it. The reactants are: Br[C:2]1[N:3]=[CH:4][C:5]([NH:8][C:9]([NH:11][C:12]2[CH:17]=[C:16]([CH3:18])[CH:15]=[CH:14][C:13]=2[O:19][CH3:20])=[O:10])=[N:6][CH:7]=1.[CH3:21][O-:22].[Na+]. (5) Given the product [F:25][C:14]1[CH:15]=[CH:16][CH:2]=[CH:3][C:4]=1[CH2:5][P:6](=[O:13])([O:10][CH2:11][CH3:12])[O:7][CH2:8][CH3:9], predict the reactants needed to synthesize it. The reactants are: F[C:2]1[CH:3]=[C:4]([CH:14]=[CH:15][CH:16]=1)[CH2:5][P:6](=[O:13])([O:10][CH2:11][CH3:12])[O:7][CH2:8][CH3:9].BrCC1C=CC=CC=1[F:25].